Dataset: CYP2D6 inhibition data for predicting drug metabolism from PubChem BioAssay. Task: Regression/Classification. Given a drug SMILES string, predict its absorption, distribution, metabolism, or excretion properties. Task type varies by dataset: regression for continuous measurements (e.g., permeability, clearance, half-life) or binary classification for categorical outcomes (e.g., BBB penetration, CYP inhibition). Dataset: cyp2d6_veith. The compound is COc1ccc(NC(=O)c2c(C(F)(F)F)nn(C)c2SCc2ccccc2)cc1. The result is 1 (inhibitor).